From a dataset of Full USPTO retrosynthesis dataset with 1.9M reactions from patents (1976-2016). Predict the reactants needed to synthesize the given product. (1) Given the product [CH:22]1([CH2:21][O:1][C:2]2[C:3]([O:12][CH3:13])=[CH:4][C:5]([CH:6]=[O:7])=[CH:8][C:9]=2[O:10][CH3:11])[CH2:25][CH2:24][CH2:23]1, predict the reactants needed to synthesize it. The reactants are: [OH:1][C:2]1[C:9]([O:10][CH3:11])=[CH:8][C:5]([CH:6]=[O:7])=[CH:4][C:3]=1[O:12][CH3:13].C([O-])([O-])=O.[Cs+].[Cs+].Br[CH2:21][CH:22]1[CH2:25][CH2:24][CH2:23]1.O. (2) Given the product [CH2:1]([O:11][C:12](=[O:22])[CH:13]=[CH:14][C:15]1[CH:20]=[CH:19][CH:18]=[CH:17][C:16]=1[O:21][C:23]([Cl:25])=[O:24])[CH2:2][CH2:3][CH2:4][CH2:5][CH2:6][CH2:7][CH2:8][CH:9]=[CH2:10], predict the reactants needed to synthesize it. The reactants are: [CH2:1]([O:11][C:12](=[O:22])[CH:13]=[CH:14][C:15]1[CH:20]=[CH:19][CH:18]=[CH:17][C:16]=1[OH:21])[CH2:2][CH2:3][CH2:4][CH2:5][CH2:6][CH2:7][CH2:8][CH:9]=[CH2:10].[C:23](Cl)([Cl:25])=[O:24].C(N(CC)C1C=CC=CC=1)C. (3) Given the product [CH2:7]([C:8]1[S:10][C:12]([C:13]([O:15][CH2:16][CH3:17])=[O:14])=[C:18]([OH:19])[N:9]=1)[C:1]1[CH:6]=[CH:5][CH:4]=[CH:3][CH:2]=1, predict the reactants needed to synthesize it. The reactants are: [C:1]1([CH2:7][C:8](=[S:10])[NH2:9])[CH:6]=[CH:5][CH:4]=[CH:3][CH:2]=1.Br[CH:12]([C:18](OCC)=[O:19])[C:13]([O:15][CH2:16][CH3:17])=[O:14].